From a dataset of Peptide-MHC class I binding affinity with 185,985 pairs from IEDB/IMGT. Regression. Given a peptide amino acid sequence and an MHC pseudo amino acid sequence, predict their binding affinity value. This is MHC class I binding data. The peptide sequence is SLTIPSFYT. The MHC is HLA-A02:12 with pseudo-sequence HLA-A02:12. The binding affinity (normalized) is 0.0847.